This data is from Forward reaction prediction with 1.9M reactions from USPTO patents (1976-2016). The task is: Predict the product of the given reaction. (1) Given the reactants [C:1]([N:4]1[C:13]2[C:8](=[CH:9][C:10](Br)=[C:11]([N+:14]([O-])=O)[CH:12]=2)[N:7]([C:18]([O:20][CH:21]([CH3:23])[CH3:22])=[O:19])[CH2:6][C@@H:5]1[CH3:24])(=[O:3])[CH3:2].C(N(CC)CC)C, predict the reaction product. The product is: [C:1]([N:4]1[C:13]2[C:8](=[CH:9][CH:10]=[C:11]([NH2:14])[CH:12]=2)[N:7]([C:18]([O:20][CH:21]([CH3:23])[CH3:22])=[O:19])[CH2:6][C@@H:5]1[CH3:24])(=[O:3])[CH3:2]. (2) Given the reactants [C:1]([O:5][C:6]([N:8]1[CH2:13][CH2:12][CH:11]([OH:14])[CH2:10][CH2:9]1)=[O:7])([CH3:4])([CH3:3])[CH3:2].[H-].[Na+].Cl.Cl[C:19]1[CH:24]=[CH:23][CH:22]=[CH:21][N:20]=1, predict the reaction product. The product is: [C:1]([O:5][C:6]([N:8]1[CH2:13][CH2:12][CH:11]([O:14][C:19]2[CH:24]=[CH:23][CH:22]=[CH:21][N:20]=2)[CH2:10][CH2:9]1)=[O:7])([CH3:4])([CH3:2])[CH3:3].